Dataset: Peptide-MHC class I binding affinity with 185,985 pairs from IEDB/IMGT. Task: Regression. Given a peptide amino acid sequence and an MHC pseudo amino acid sequence, predict their binding affinity value. This is MHC class I binding data. (1) The peptide sequence is MMKDEPVVF. The MHC is HLA-B08:01 with pseudo-sequence HLA-B08:01. The binding affinity (normalized) is 0. (2) The peptide sequence is KTIECSKEL. The MHC is HLA-B40:01 with pseudo-sequence HLA-B40:01. The binding affinity (normalized) is 0.0847. (3) The peptide sequence is QQSEARRML. The MHC is HLA-B35:01 with pseudo-sequence HLA-B35:01. The binding affinity (normalized) is 0.0847. (4) The binding affinity (normalized) is 0.490. The MHC is HLA-B35:03 with pseudo-sequence HLA-B35:03. The peptide sequence is YPLTFGWCF. (5) The peptide sequence is RGFPRCRYV. The MHC is HLA-A24:02 with pseudo-sequence HLA-A24:02. The binding affinity (normalized) is 0.0222. (6) The peptide sequence is NLEPGTFDL. The MHC is HLA-A11:01 with pseudo-sequence HLA-A11:01. The binding affinity (normalized) is 0.0847.